This data is from Forward reaction prediction with 1.9M reactions from USPTO patents (1976-2016). The task is: Predict the product of the given reaction. (1) Given the reactants [Cl:1][C:2]1[CH:7]=[CH:6][CH:5]=[C:4]([Cl:8])[C:3]=1[CH2:9][S:10]([C:13]1[CH:14]=[C:15]2[C:19](=[CH:20][CH:21]=1)[NH:18][C:17](=[O:22])/[C:16]/2=[CH:23]\[C:24]1[NH:28][C:27]([CH3:29])=[C:26]([CH2:30][C:31]([OH:33])=O)[C:25]=1[CH3:34])(=[O:12])=[O:11].C1C=CC2N(O)N=NC=2C=1.CCN=C=NCCCN(C)C.[CH:56]1([CH2:59][N:60]2[CH2:65][CH2:64][NH:63][CH2:62][CH2:61]2)[CH2:58][CH2:57]1, predict the reaction product. The product is: [CH:56]1([CH2:59][N:60]2[CH2:65][CH2:64][N:63]([C:31](=[O:33])[CH2:30][C:26]3[C:25]([CH3:34])=[C:24](/[CH:23]=[C:16]4\[C:17](=[O:22])[NH:18][C:19]5[C:15]\4=[CH:14][C:13]([S:10]([CH2:9][C:3]4[C:2]([Cl:1])=[CH:7][CH:6]=[CH:5][C:4]=4[Cl:8])(=[O:12])=[O:11])=[CH:21][CH:20]=5)[NH:28][C:27]=3[CH3:29])[CH2:62][CH2:61]2)[CH2:58][CH2:57]1. (2) The product is: [CH3:1][O:2][C:3]([C:4]1[CH:9]=[C:8]([C:25]2[CH:30]=[C:29]([CH2:31][O:32][CH2:33][O:34][CH3:35])[CH:28]=[C:27]([O:36][CH3:37])[N:26]=2)[CH:7]=[N:6][CH:5]=1)=[O:23]. Given the reactants [CH3:1][O:2][C:3](=[O:23])[C:4]1[CH:9]=[C:8]([Sn](CCCC)(CCCC)CCCC)[CH:7]=[N:6][CH:5]=1.Cl[C:25]1[CH:30]=[C:29]([CH2:31][O:32][CH2:33][O:34][CH3:35])[CH:28]=[C:27]([O:36][CH3:37])[N:26]=1, predict the reaction product. (3) Given the reactants I[C:2]1[CH:7]=[CH:6][C:5]([C:8]([C:26]2[CH:31]=[CH:30][C:29](I)=[CH:28][CH:27]=2)=[CH:9][CH2:10][S:11][C:12]2[CH:24]=[CH:23][C:15]([O:16][CH2:17][C:18]([O:20][CH2:21][CH3:22])=[O:19])=[C:14]([CH3:25])[CH:13]=2)=[CH:4][CH:3]=1.[CH3:33][C:34]([CH3:38])([CH3:37])[C:35]#[CH:36], predict the reaction product. The product is: [CH3:33][C:34]([CH3:38])([CH3:37])[C:35]#[C:36][C:2]1[CH:7]=[CH:6][C:5]([C:8]([C:26]2[CH:31]=[CH:30][C:29]([C:36]#[C:35][C:34]([CH3:38])([CH3:37])[CH3:33])=[CH:28][CH:27]=2)=[CH:9][CH2:10][S:11][C:12]2[CH:24]=[CH:23][C:15]([O:16][CH2:17][C:18]([O:20][CH2:21][CH3:22])=[O:19])=[C:14]([CH3:25])[CH:13]=2)=[CH:4][CH:3]=1. (4) Given the reactants BrC1C=CC(CC([O:11][CH2:12][C:13]2([C:16]3[O:20][N:19]=[C:18]([NH:21][C:22](=[O:31])[CH2:23][C:24]4[CH:29]=[CH:28][C:27]([Br:30])=[CH:26][CH:25]=4)[CH:17]=3)[CH2:15][CH2:14]2)=O)=CC=1.[OH-].[Na+], predict the reaction product. The product is: [Br:30][C:27]1[CH:28]=[CH:29][C:24]([CH2:23][C:22]([NH:21][C:18]2[CH:17]=[C:16]([C:13]3([CH2:12][OH:11])[CH2:14][CH2:15]3)[O:20][N:19]=2)=[O:31])=[CH:25][CH:26]=1. (5) Given the reactants [Br:1][CH2:2][CH2:3][CH2:4][CH2:5][CH2:6][CH2:7][OH:8].[C:9](OC(=O)C)(=[O:11])[CH3:10].C(OC(C)C)(C)C, predict the reaction product. The product is: [C:9]([O:8][CH2:7][CH2:6][CH2:5][CH2:4][CH2:3][CH2:2][Br:1])(=[O:11])[CH3:10]. (6) Given the reactants [CH:1](=[O:9])[C:2]1[C:3](=[CH:5][CH:6]=[CH:7][CH:8]=1)[OH:4].[H-].[Na+].Cl[CH2:13][O:14][CH3:15], predict the reaction product. The product is: [CH3:13][O:14][CH2:15][O:4][C:3]1[CH:5]=[CH:6][CH:7]=[CH:8][C:2]=1[CH:1]=[O:9]. (7) Given the reactants Cl[C:2]1[N:3]=[C:4](C2CCOCC=2)[C:5]2[S:10][CH:9]=[CH:8][C:6]=2[N:7]=1.C([O-])([O-])=O.[Na+].[Na+], predict the reaction product. The product is: [N:7]1[C:6]2[CH:8]=[CH:9][S:10][C:5]=2[CH:4]=[N:3][CH:2]=1.